This data is from NCI-60 drug combinations with 297,098 pairs across 59 cell lines. The task is: Regression. Given two drug SMILES strings and cell line genomic features, predict the synergy score measuring deviation from expected non-interaction effect. (1) Drug 1: CC12CCC(CC1=CCC3C2CCC4(C3CC=C4C5=CN=CC=C5)C)O. Drug 2: C1=CC=C(C(=C1)C(C2=CC=C(C=C2)Cl)C(Cl)Cl)Cl. Cell line: A498. Synergy scores: CSS=6.43, Synergy_ZIP=2.47, Synergy_Bliss=6.71, Synergy_Loewe=5.00, Synergy_HSA=4.62. (2) Synergy scores: CSS=66.2, Synergy_ZIP=-4.21, Synergy_Bliss=-2.77, Synergy_Loewe=-35.8, Synergy_HSA=0.847. Drug 2: CC1C(C(CC(O1)OC2CC(CC3=C2C(=C4C(=C3O)C(=O)C5=CC=CC=C5C4=O)O)(C(=O)C)O)N)O. Drug 1: CN(C)C1=NC(=NC(=N1)N(C)C)N(C)C. Cell line: A498. (3) Drug 1: C1CNP(=O)(OC1)N(CCCl)CCCl. Drug 2: CC(C)CN1C=NC2=C1C3=CC=CC=C3N=C2N. Cell line: SK-MEL-28. Synergy scores: CSS=-1.77, Synergy_ZIP=0.887, Synergy_Bliss=1.37, Synergy_Loewe=-2.18, Synergy_HSA=-2.56. (4) Drug 1: C1CCN(CC1)CCOC2=CC=C(C=C2)C(=O)C3=C(SC4=C3C=CC(=C4)O)C5=CC=C(C=C5)O. Drug 2: CCC1=CC2CC(C3=C(CN(C2)C1)C4=CC=CC=C4N3)(C5=C(C=C6C(=C5)C78CCN9C7C(C=CC9)(C(C(C8N6C)(C(=O)OC)O)OC(=O)C)CC)OC)C(=O)OC.C(C(C(=O)O)O)(C(=O)O)O. Cell line: UO-31. Synergy scores: CSS=7.93, Synergy_ZIP=-3.77, Synergy_Bliss=-2.17, Synergy_Loewe=0.124, Synergy_HSA=0.261. (5) Drug 1: CC1=C(C(CCC1)(C)C)C=CC(=CC=CC(=CC(=O)O)C)C. Drug 2: C1=NC(=NC(=O)N1C2C(C(C(O2)CO)O)O)N. Cell line: IGROV1. Synergy scores: CSS=11.0, Synergy_ZIP=-2.97, Synergy_Bliss=-1.07, Synergy_Loewe=-6.04, Synergy_HSA=-0.382. (6) Drug 1: CC1=C2C(C(=O)C3(C(CC4C(C3C(C(C2(C)C)(CC1OC(=O)C(C(C5=CC=CC=C5)NC(=O)OC(C)(C)C)O)O)OC(=O)C6=CC=CC=C6)(CO4)OC(=O)C)O)C)O. Drug 2: C#CCC(CC1=CN=C2C(=N1)C(=NC(=N2)N)N)C3=CC=C(C=C3)C(=O)NC(CCC(=O)O)C(=O)O. Cell line: U251. Synergy scores: CSS=51.8, Synergy_ZIP=4.17, Synergy_Bliss=5.27, Synergy_Loewe=-10.8, Synergy_HSA=3.34.